Dataset: TCR-epitope binding with 47,182 pairs between 192 epitopes and 23,139 TCRs. Task: Binary Classification. Given a T-cell receptor sequence (or CDR3 region) and an epitope sequence, predict whether binding occurs between them. (1) The epitope is QIKVRVKMV. The TCR CDR3 sequence is CASSPLAGGNTGELFF. Result: 0 (the TCR does not bind to the epitope). (2) The epitope is VTEHDTLLY. The TCR CDR3 sequence is CSHRTGLGIEAFF. Result: 1 (the TCR binds to the epitope). (3) The epitope is LLWNGPMAV. The TCR CDR3 sequence is CASSLFRGETQYF. Result: 1 (the TCR binds to the epitope). (4) The epitope is PROT_97E67BCC. The TCR CDR3 sequence is CASSRRTSGGPNEQFF. Result: 1 (the TCR binds to the epitope). (5) The epitope is YLQPRTFLL. The TCR CDR3 sequence is CSARDHKAMNTGELFF. Result: 1 (the TCR binds to the epitope). (6) The epitope is VTIAEILLI. The TCR CDR3 sequence is CASSLGGGTGELFF. Result: 0 (the TCR does not bind to the epitope). (7) The epitope is AYILFTRFFYV. The TCR CDR3 sequence is CASSFGGGSSSYEQYF. Result: 0 (the TCR does not bind to the epitope). (8) The epitope is LLFNKVTLA. The TCR CDR3 sequence is CASLASGQGSHEQFF. Result: 0 (the TCR does not bind to the epitope). (9) The epitope is PROT_97E67BCC. The TCR CDR3 sequence is CASSVSQGSDEQYF. Result: 1 (the TCR binds to the epitope). (10) The epitope is TFYLTNDVSFL. The TCR CDR3 sequence is CASSSPGLETDTQYF. Result: 0 (the TCR does not bind to the epitope).